Predict the product of the given reaction. From a dataset of Forward reaction prediction with 1.9M reactions from USPTO patents (1976-2016). (1) Given the reactants [Br:1][C:2]1[CH:8]=[C:7]([F:9])[CH:6]=[C:5]([N+:10]([O-])=O)[C:3]=1[NH2:4].Cl[Sn]Cl, predict the reaction product. The product is: [Br:1][C:2]1[CH:8]=[C:7]([F:9])[CH:6]=[C:5]([NH2:10])[C:3]=1[NH2:4]. (2) Given the reactants [CH2:1]([O:8][C:9]1[CH:10]=[C:11]([CH:13]=[CH:14][C:15]=1[O:16][CH2:17][CH2:18][O:19][CH3:20])[NH2:12])[C:2]1[CH:7]=[CH:6][CH:5]=[CH:4][CH:3]=1.Cl[C:22]1[N:27]=[C:26]([NH:28][C:29]2[CH:30]=[C:31]([NH:35][C:36](=[O:42])[O:37][C:38]([CH3:41])([CH3:40])[CH3:39])[CH:32]=[CH:33][CH:34]=2)[C:25]([F:43])=[CH:24][N:23]=1.CC(O)=O.CCCCCC.C(OCC)(=O)C, predict the reaction product. The product is: [CH2:1]([O:8][C:9]1[CH:10]=[C:11]([NH:12][C:22]2[N:27]=[C:26]([NH:28][C:29]3[CH:30]=[C:31]([NH:35][C:36](=[O:42])[O:37][C:38]([CH3:39])([CH3:40])[CH3:41])[CH:32]=[CH:33][CH:34]=3)[C:25]([F:43])=[CH:24][N:23]=2)[CH:13]=[CH:14][C:15]=1[O:16][CH2:17][CH2:18][O:19][CH3:20])[C:2]1[CH:7]=[CH:6][CH:5]=[CH:4][CH:3]=1.